This data is from Full USPTO retrosynthesis dataset with 1.9M reactions from patents (1976-2016). The task is: Predict the reactants needed to synthesize the given product. Given the product [F:24][C:25]1[C:30]([O:31][CH3:32])=[CH:29][CH:28]=[CH:27][C:26]=1[C:2]1[S:6][C:5]([C:7]([N:9]([C:16]2[CH:21]=[CH:20][CH:19]=[C:18]([O:22][CH3:23])[CH:17]=2)[C:10]2[CH:15]=[CH:14][CH:13]=[CH:12][CH:11]=2)=[O:8])=[CH:4][CH:3]=1, predict the reactants needed to synthesize it. The reactants are: Br[C:2]1[S:6][C:5]([C:7]([N:9]([C:16]2[CH:21]=[CH:20][CH:19]=[C:18]([O:22][CH3:23])[CH:17]=2)[C:10]2[CH:15]=[CH:14][CH:13]=[CH:12][CH:11]=2)=[O:8])=[CH:4][CH:3]=1.[F:24][C:25]1[C:30]([O:31][CH3:32])=[CH:29][CH:28]=[CH:27][C:26]=1B(O)O.